This data is from Catalyst prediction with 721,799 reactions and 888 catalyst types from USPTO. The task is: Predict which catalyst facilitates the given reaction. (1) Reactant: [Br:1][C:2]1[C:6]2=[N:7][CH:8]=[C:9]([C:11](OC)=[O:12])[CH:10]=[C:5]2[N:4]([C:15](=[O:27])[C:16]2[C:21]([C:22]([F:25])([F:24])[F:23])=[CH:20][CH:19]=[CH:18][C:17]=2[Cl:26])[N:3]=1.CC(C[AlH]CC(C)C)C.[OH-].[Na+].O. Product: [Br:1][C:2]1[C:6]2=[N:7][CH:8]=[C:9]([CH2:11][OH:12])[CH:10]=[C:5]2[N:4]([C:15]([C:16]2[C:21]([C:22]([F:25])([F:23])[F:24])=[CH:20][CH:19]=[CH:18][C:17]=2[Cl:26])=[O:27])[N:3]=1. The catalyst class is: 1. (2) Reactant: [CH:1]1([N:6]2[C:15]3[N:14]=[C:13]([NH:16][C:17]4[CH:18]=[CH:19][C:20]([C:28]([OH:30])=O)=[C:21]5[C:25]=4[O:24][C:23]([CH3:27])([CH3:26])[CH2:22]5)[N:12]=[CH:11][C:10]=3[N:9]([CH3:31])[C:8](=[O:32])[C@H:7]2[CH2:33][CH3:34])[CH2:5][CH2:4][CH2:3][CH2:2]1.F[B-](F)(F)F.[N:40]1(OC(N(C)C)=[N+](C)C)[C:44]2[CH:45]=[CH:46]C=[CH:48][C:43]=2N=N1.[CH:57]([N:60](C(C)C)CC)(C)C.C(=O)(O)[O-].[Na+]. Product: [CH:1]1([N:6]2[C:15]3[N:14]=[C:13]([NH:16][C:17]4[CH:18]=[CH:19][C:20]([C:28]([NH:40][CH:44]5[CH2:43][CH2:48][N:60]([CH3:57])[CH2:46][CH2:45]5)=[O:30])=[C:21]5[C:25]=4[O:24][C:23]([CH3:26])([CH3:27])[CH2:22]5)[N:12]=[CH:11][C:10]=3[N:9]([CH3:31])[C:8](=[O:32])[C@H:7]2[CH2:33][CH3:34])[CH2:5][CH2:4][CH2:3][CH2:2]1. The catalyst class is: 4. (3) Reactant: Br[C:2]1[S:10][C:5]2[S:6][C:7](Br)=[CH:8][C:4]=2[C:3]=1[CH2:11][N:12]1[CH2:15][CH:14]([CH2:16][S:17]([C:20]2[CH:25]=[CH:24][C:23]([F:26])=[CH:22][CH:21]=2)(=[O:19])=[O:18])[CH2:13]1.[H][H]. Product: [F:26][C:23]1[CH:24]=[CH:25][C:20]([S:17]([CH2:16][CH:14]2[CH2:15][N:12]([CH2:11][C:3]3[C:4]4[CH:8]=[CH:7][S:6][C:5]=4[S:10][CH:2]=3)[CH2:13]2)(=[O:19])=[O:18])=[CH:21][CH:22]=1. The catalyst class is: 43. (4) Reactant: [OH-].[Na+].[NH2:3][C:4]1[C:9]([Cl:10])=[C:8]([C:11]([O:13]C)=[O:12])[N:7]=[C:6]([C:15]2[CH:16]=[N:17][C:18]([CH:21]3[CH2:23][CH2:22]3)=[CH:19][CH:20]=2)[C:5]=1[F:24].Cl. Product: [NH2:3][C:4]1[C:9]([Cl:10])=[C:8]([C:11]([OH:13])=[O:12])[N:7]=[C:6]([C:15]2[CH:16]=[N:17][C:18]([CH:21]3[CH2:23][CH2:22]3)=[CH:19][CH:20]=2)[C:5]=1[F:24]. The catalyst class is: 5. (5) Reactant: [CH2:1]([NH:3][CH2:4][CH3:5])[CH3:2].[OH:6][CH2:7][CH2:8][N:9]1[C:21]2[CH2:20][CH2:19][CH2:18][CH:17]([C:22](O)=[O:23])[C:16]=2[C:15]2[C:10]1=[CH:11][CH:12]=[CH:13][C:14]=2[O:25][CH3:26].[CH3:27][S:28](Cl)(=[O:30])=[O:29].C(N(CC)CC)C. Product: [CH2:1]([N:3]([CH2:4][CH3:5])[C:22]([CH:17]1[C:16]2[C:15]3[C:10](=[CH:11][CH:12]=[CH:13][C:14]=3[O:25][CH3:26])[N:9]([CH2:8][CH2:7][O:6][S:28]([CH3:27])(=[O:30])=[O:29])[C:21]=2[CH2:20][CH2:19][CH2:18]1)=[O:23])[CH3:2]. The catalyst class is: 4. (6) Reactant: [Cl:1][C:2]1[CH:3]=[C:4]([N:8]2[N:12]=[N:11][C:10]([CH:13](OS(C)(=O)=O)[CH3:14])=[N:9]2)[CH:5]=[CH:6][CH:7]=1.C(=O)([O-])[O-].[K+].[K+].[CH:26]1([N:29]2[C:33]([C:34]3[CH:39]=[CH:38][N:37]=[CH:36][CH:35]=3)=[N:32][NH:31][C:30]2=[S:40])[CH2:28][CH2:27]1. Product: [Cl:1][C:2]1[CH:3]=[C:4]([N:8]2[N:12]=[N:11][C:10]([CH:13]([S:40][C:30]3[N:29]([CH:26]4[CH2:28][CH2:27]4)[C:33]([C:34]4[CH:35]=[CH:36][N:37]=[CH:38][CH:39]=4)=[N:32][N:31]=3)[CH3:14])=[N:9]2)[CH:5]=[CH:6][CH:7]=1. The catalyst class is: 10. (7) Reactant: [N:1]([CH2:4][C:5]1[CH:18]=[CH:17][CH:16]=[CH:15][C:6]=1[O:7][CH2:8][CH2:9][N:10]([CH2:13][CH3:14])[CH2:11][CH3:12])=[N+]=[N-]. Product: [NH2:1][CH2:4][C:5]1[CH:18]=[CH:17][CH:16]=[CH:15][C:6]=1[O:7][CH2:8][CH2:9][N:10]([CH2:13][CH3:14])[CH2:11][CH3:12]. The catalyst class is: 45.